Task: Predict which catalyst facilitates the given reaction.. Dataset: Catalyst prediction with 721,799 reactions and 888 catalyst types from USPTO (1) Reactant: [CH3:1][O:2]CCOCCOCCOCCOCCOCCO.C(O)COCCOCCO.[C:31]([Cl:34])(Cl)=[O:32].C1(C)C=CC=CC=1.[CH2:42]([OH:60])[CH2:43][O:44][CH2:45][CH2:46][O:47][CH2:48][CH2:49][O:50][CH2:51][CH2:52][O:53][CH2:54][CH2:55][O:56][CH2:57][CH2:58][OH:59]. Product: [Cl:34][C:31]([OH:32])=[O:2].[CH3:1][CH:58]([OH:59])[CH2:57][O:56][CH2:55][CH2:54][O:53][CH2:52][CH2:51][O:50][CH2:49][CH2:48][O:47][CH2:46][CH2:45][O:44][CH2:43][CH2:42][OH:60]. The catalyst class is: 25. (2) Reactant: [N+:1]([C:4]1[CH:5]=[C:6]([CH:10]=[CH:11][C:12]=1[C:13]([F:16])([F:15])[F:14])[C:7]([OH:9])=[O:8])([O-])=O.[H][H]. Product: [NH2:1][C:4]1[CH:5]=[C:6]([CH:10]=[CH:11][C:12]=1[C:13]([F:14])([F:15])[F:16])[C:7]([OH:9])=[O:8]. The catalyst class is: 43. (3) Reactant: [OH:1][C:2]1[CH:11]=[C:10]2[C:5]([CH2:6][CH2:7][CH2:8][C:9]2=[O:12])=[CH:4][C:3]=1[O:13][CH3:14].[CH2:15](Br)[C:16]1[CH:21]=[CH:20][CH:19]=[CH:18][CH:17]=1.C([O-])([O-])=O.[K+].[K+].O. Product: [CH2:15]([O:1][C:2]1[CH:11]=[C:10]2[C:5]([CH2:6][CH2:7][CH2:8][C:9]2=[O:12])=[CH:4][C:3]=1[O:13][CH3:14])[C:16]1[CH:21]=[CH:20][CH:19]=[CH:18][CH:17]=1. The catalyst class is: 21. (4) Reactant: [Na].[CH3:2][C:3](=[O:9])[CH2:4][C:5](=[O:8])[CH2:6][CH3:7].Br[CH2:11][C:12]([C:14]1[CH:22]=[CH:21][CH:20]=[C:19]2[C:15]=1[CH2:16][CH2:17][CH2:18]2)=[O:13].O. Product: [C:3]([CH:4]([C:5](=[O:8])[CH2:6][CH3:7])[CH2:11][C:12]([C:14]1[CH:22]=[CH:21][CH:20]=[C:19]2[C:15]=1[CH2:16][CH2:17][CH2:18]2)=[O:13])(=[O:9])[CH3:2]. The catalyst class is: 11. (5) Reactant: [C:1]([N:8]1[CH2:12][CH2:11][CH2:10][C@H:9]1[CH2:13][NH2:14])([O:3][C:4]([CH3:7])([CH3:6])[CH3:5])=[O:2].[F:15][C:16]([F:23])([F:22])[C:17](OCC)=[O:18]. Product: [C:4]([O:3][C:1]([N:8]1[CH2:12][CH2:11][CH2:10][C@H:9]1[CH2:13][NH:14][C:17](=[O:18])[C:16]([F:23])([F:22])[F:15])=[O:2])([CH3:7])([CH3:6])[CH3:5]. The catalyst class is: 1. (6) Reactant: [F-].[Cs+].[OH-].[Na+].[CH3:5][O:6][C:7](=[O:15])[C:8]1[CH:13]=[CH:12][C:11](F)=[CH:10][CH:9]=1.C[Si](C)(C)[N:18]1[CH2:22][CH2:21][CH2:20][CH2:19]1. Product: [CH3:5][O:6][C:7](=[O:15])[C:8]1[CH:13]=[CH:12][C:11]([N:18]2[CH2:22][CH2:21][CH2:20][CH2:19]2)=[CH:10][CH:9]=1. The catalyst class is: 3.